From a dataset of Reaction yield outcomes from USPTO patents with 853,638 reactions. Predict the reaction yield, written as a fraction of the theoretical maximum amount of product (1.0 means a 100% yield; for example, 0.34 means a 34% yield). (1) The reactants are C(O[C:9](=[O:37])[C@@H:10]1[CH2:14][CH2:13][CH2:12][N:11]1[C:15](=[O:36])[CH2:16][CH2:17][C:18](=[O:35])[C@@H:19]([NH:27][C:28]([O:30]C(C)(C)C)=O)[CH2:20][C:21]1[CH:26]=[CH:25][CH:24]=[CH:23][CH:22]=1)C1C=CC=CC=1.F[C:39](F)(F)[C:40](O)=O.N1C=[CH:49][CH:48]=[CH:47][CH:46]=1.[C:51](Cl)(=[O:58])[C:52]1[CH:57]=[CH:56][CH:55]=[CH:54][CH:53]=1. The catalyst is C(Cl)Cl. The product is [CH2:51]([O:58][C:9](=[O:37])[C@@H:10]1[CH2:14][CH2:13][CH2:12][N:11]1[C:15](=[O:36])[CH2:16][CH2:17][C:18](=[O:35])[C@@H:19]([NH:27][C:28](=[O:30])[C:40]1[CH:39]=[CH:49][CH:48]=[CH:47][CH:46]=1)[CH2:20][C:21]1[CH:22]=[CH:23][CH:24]=[CH:25][CH:26]=1)[C:52]1[CH:57]=[CH:56][CH:55]=[CH:54][CH:53]=1. The yield is 0.850. (2) No catalyst specified. The product is [NH2:1][C:2]1[CH:10]=[C:9]([N+:11]([O-:13])=[O:12])[CH:8]=[CH:7][C:3]=1[C:4]([Cl:16])=[O:5]. The reactants are [NH2:1][C:2]1[CH:10]=[C:9]([N+:11]([O-:13])=[O:12])[CH:8]=[CH:7][C:3]=1[C:4](O)=[O:5].S(Cl)([Cl:16])=O. The yield is 1.19.